Dataset: Full USPTO retrosynthesis dataset with 1.9M reactions from patents (1976-2016). Task: Predict the reactants needed to synthesize the given product. (1) Given the product [OH:15][CH2:16][C@@H:12]([NH:13][C:19](=[O:20])[O:21][C:22]([CH3:25])([CH3:24])[CH3:23])[CH2:8][CH:9]=[CH:10][CH3:11], predict the reactants needed to synthesize it. The reactants are: Cl.O1CCOCC1.[CH2:8]([C@H:12]1[CH2:16][O:15]C(C)(C)[N:13]1[C:19]([O:21][C:22]([CH3:25])([CH3:24])[CH3:23])=[O:20])[CH:9]=[CH:10][CH3:11]. (2) Given the product [C:1]([C@H:5]1[CH2:6][CH2:7][C@H:8]([O:11][C:12]2[C:13]([C:29]([F:30])([F:31])[F:32])=[C:14]3[C:19](=[CH:20][CH:21]=2)[CH2:18][C@@H:17]([C@:22]([NH:23][C:50](=[O:51])[O:52][C:53]([CH3:54])([CH3:55])[CH3:56])([CH3:28])[CH2:26][OH:25])[CH2:16][CH2:15]3)[CH2:9][CH2:10]1)([CH3:2])([CH3:3])[CH3:4], predict the reactants needed to synthesize it. The reactants are: [C:1]([C@H:5]1[CH2:10][CH2:9][C@H:8]([O:11][C:12]2[C:13]([C:29]([F:32])([F:31])[F:30])=[C:14]3[C:19](=[CH:20][CH:21]=2)[CH2:18][C@@H:17]([C@:22]2([CH3:28])[CH2:26][O:25]C(=O)[NH:23]2)[CH2:16][CH2:15]3)[CH2:7][CH2:6]1)([CH3:4])([CH3:3])[CH3:2].C(Cl)(Cl)Cl.C(=O)(O)[O-].[Na+].[C:53]([O:52][C:50](O[C:50]([O:52][C:53]([CH3:56])([CH3:55])[CH3:54])=[O:51])=[O:51])([CH3:56])([CH3:55])[CH3:54]. (3) Given the product [CH:1]1([CH:4]([C:11]2[CH:16]=[C:15]([N:17]([CH2:19][C:20]3[CH:25]=[CH:24][C:23]([C:26]4[CH:31]=[C:30]([O:32][CH3:33])[CH:29]=[CH:28][C:27]=4[F:34])=[C:22]([O:35][CH2:36][CH:37]([CH3:39])[CH3:38])[N:21]=3)[CH3:18])[N:14]=[CH:13][N:12]=2)[CH2:5][C:6]([OH:8])=[O:7])[CH2:3][CH2:2]1, predict the reactants needed to synthesize it. The reactants are: [CH:1]1([CH:4]([C:11]2[CH:16]=[C:15]([N:17]([CH2:19][C:20]3[CH:25]=[CH:24][C:23]([C:26]4[CH:31]=[C:30]([O:32][CH3:33])[CH:29]=[CH:28][C:27]=4[F:34])=[C:22]([O:35][CH2:36][CH:37]([CH3:39])[CH3:38])[N:21]=3)[CH3:18])[N:14]=[CH:13][N:12]=2)[CH2:5][C:6]([O:8]CC)=[O:7])[CH2:3][CH2:2]1.[OH-].[Na+].Cl. (4) Given the product [O:22]=[C:21]1[C:20]2[CH:23]=[CH:24][CH:25]=[CH:26][C:19]=2[S:18][N:17]1[CH2:16][C:15]([N:27]1[CH2:28][CH2:29][N:30]([C:1]([O:2][C:3]2[CH:8]=[CH:7][C:6]([N+:9]([O-:11])=[O:10])=[CH:5][CH:4]=2)=[O:12])[CH2:31][CH2:32]1)=[O:14], predict the reactants needed to synthesize it. The reactants are: [C:1](Cl)(=[O:12])[O:2][C:3]1[CH:8]=[CH:7][C:6]([N+:9]([O-:11])=[O:10])=[CH:5][CH:4]=1.[O:14]=[C:15]([N:27]1[CH2:32][CH2:31][NH:30][CH2:29][CH2:28]1)[CH2:16][N:17]1[C:21](=[O:22])[C:20]2[CH:23]=[CH:24][CH:25]=[CH:26][C:19]=2[S:18]1. (5) Given the product [Br:14][C:15]1[CH:20]=[CH:19][CH:18]=[CH:17][C:16]=1[C:21]1[CH2:26][CH2:25][N:24]([C:11]([C:9]2[CH:10]=[C:5]3[N:4]=[CH:3][C:2]([Cl:1])=[CH:7][N:6]3[N:8]=2)=[O:13])[CH2:23][CH:22]=1, predict the reactants needed to synthesize it. The reactants are: [Cl:1][C:2]1[CH:3]=[N:4][C:5]2[N:6]([N:8]=[C:9]([C:11]([OH:13])=O)[CH:10]=2)[CH:7]=1.[Br:14][C:15]1[CH:20]=[CH:19][CH:18]=[CH:17][C:16]=1[C:21]1[CH2:22][CH2:23][NH:24][CH2:25][CH:26]=1. (6) Given the product [C:1]([O:5][C:6]1[CH:11]=[CH:10][C:9]([CH2:12][CH2:13][CH2:14][CH2:15][Cl:33])=[CH:8][CH:7]=1)([CH3:4])([CH3:3])[CH3:2], predict the reactants needed to synthesize it. The reactants are: [C:1]([O:5][C:6]1[CH:11]=[CH:10][C:9]([CH:12](O)[CH2:13][CH2:14][CH3:15])=[CH:8][CH:7]=1)([CH3:4])([CH3:3])[CH3:2].C1(C)C=CC=CC=1.C(N(CC)CC)C.S(Cl)([Cl:33])=O.